From a dataset of Peptide-MHC class II binding affinity with 134,281 pairs from IEDB. Regression. Given a peptide amino acid sequence and an MHC pseudo amino acid sequence, predict their binding affinity value. This is MHC class II binding data. (1) The peptide sequence is WFLPSIRAANVMAAS. The MHC is DRB1_1301 with pseudo-sequence DRB1_1301. The binding affinity (normalized) is 0.770. (2) The peptide sequence is REYAAVAEELGALLA. The MHC is HLA-DQA10501-DQB10301 with pseudo-sequence HLA-DQA10501-DQB10301. The binding affinity (normalized) is 0.411. (3) The peptide sequence is EIPSFRWTQSLRRGL. The MHC is DRB1_0301 with pseudo-sequence DRB1_0301. The binding affinity (normalized) is 1.00. (4) The MHC is DRB1_0301 with pseudo-sequence DRB1_0301. The binding affinity (normalized) is 0.465. The peptide sequence is DKVYEILKINSVKYY. (5) The peptide sequence is KMDKLELKGMSYAMC. The binding affinity (normalized) is 0.408. The MHC is DRB1_0301 with pseudo-sequence DRB1_0301. (6) The peptide sequence is IRQAGVQYSRADEEQ. The MHC is DRB1_0901 with pseudo-sequence DRB1_0901. The binding affinity (normalized) is 0.0728. (7) The peptide sequence is AAAGAEAGKATTEEQ. The MHC is HLA-DQA10102-DQB10602 with pseudo-sequence HLA-DQA10102-DQB10602. The binding affinity (normalized) is 0.570. (8) The peptide sequence is DVKFPGTGQIVGGVY. The MHC is HLA-DQA10501-DQB10301 with pseudo-sequence HLA-DQA10501-DQB10301. The binding affinity (normalized) is 0.485. (9) The binding affinity (normalized) is 0.439. The MHC is DRB1_0101 with pseudo-sequence DRB1_0101. The peptide sequence is WLELLCFHDFLSSKF.